This data is from NCI-60 drug combinations with 297,098 pairs across 59 cell lines. The task is: Regression. Given two drug SMILES strings and cell line genomic features, predict the synergy score measuring deviation from expected non-interaction effect. Synergy scores: CSS=27.8, Synergy_ZIP=7.68, Synergy_Bliss=10.2, Synergy_Loewe=-1.44, Synergy_HSA=5.37. Drug 1: C1CC2CC3=C(CC1C24CN(S(=O)(=O)N4)CC(F)(F)F)C=CC(=C3)C=CCN5CCC(CC5)C(F)(F)F. Cell line: T-47D. Drug 2: CN1C=C(C=N1)C2=C3N=C(C(=C(N3N=C2)N)Br)C4CCCNC4.